Dataset: Reaction yield outcomes from USPTO patents with 853,638 reactions. Task: Predict the reaction yield, written as a fraction of the theoretical maximum amount of product (1.0 means a 100% yield; for example, 0.34 means a 34% yield). (1) The reactants are [CH3:1][O:2][C:3]1[N:8]=[CH:7][C:6]([C:9]2[N:17]3[C:12]([CH:13]=[N:14][C:15](O)=[N:16]3)=[CH:11][CH:10]=2)=[CH:5][CH:4]=1.C1C=CC(N(S(C(F)(F)F)(=O)=O)S(C(F)(F)F)(=O)=O)=CC=1.[NH2:40][C:41]1[CH:42]=[N:43][CH:44]=[C:45]([CH:49]=1)[C:46]([NH2:48])=[O:47]. No catalyst specified. The product is [CH3:1][O:2][C:3]1[N:8]=[CH:7][C:6]([C:9]2[N:17]3[C:12]([CH:13]=[N:14][C:15]([NH:40][C:41]4[CH:42]=[N:43][CH:44]=[C:45]([CH:49]=4)[C:46]([NH2:48])=[O:47])=[N:16]3)=[CH:11][CH:10]=2)=[CH:5][CH:4]=1. The yield is 0.400. (2) The reactants are [C:1]1([CH3:14])[CH:6]=[C:5]([CH3:7])[CH:4]=[C:3]([CH3:8])[C:2]=1[O:9][CH2:10][C:11]([OH:13])=O.C(N(C(C)C)CC)(C)C.[NH:24]=[C:25]([NH:28][C:29](=[O:35])[O:30][C:31]([CH3:34])([CH3:33])[CH3:32])[NH:26][CH3:27].O.ON1C2C=CC=CC=2N=N1.F[P-](F)(F)(F)(F)F.N1(OC(N(C)C)=[N+](C)C)C2C=CC=CC=2N=N1. The catalyst is CN(C)C=O.C(OCC)(=O)C. The product is [C:31]([O:30][C:29](=[O:35])[NH:28][C:25](=[N:24][C:11](=[O:13])[CH2:10][O:9][C:2]1[C:1]([CH3:14])=[CH:6][C:5]([CH3:7])=[CH:4][C:3]=1[CH3:8])[NH:26][CH3:27])([CH3:34])([CH3:32])[CH3:33]. The yield is 0.870. (3) The reactants are [OH:1][C:2]1[CH:3]=[CH:4][C:5]2[N:9]=[C:8]([CH2:10][O:11][C:12]3[CH:13]=[C:14]([CH:19]=[CH:20][CH:21]=3)[C:15]([O:17][CH3:18])=[O:16])[N:7]([CH3:22])[C:6]=2[CH:23]=1.F[C:25]1[C:30]([F:31])=[CH:29][CH:28]=[C:27]([F:32])[N:26]=1.N1C2C(=CC=C3C=2N=CC=C3)C=CC=1.C(=O)([O-])[O-].[Cs+].[Cs+]. The catalyst is [Cu](I)I.CN(C=O)C. The product is [F:31][C:30]1[C:25]([O:1][C:2]2[CH:3]=[CH:4][C:5]3[N:9]=[C:8]([CH2:10][O:11][C:12]4[CH:13]=[C:14]([CH:19]=[CH:20][CH:21]=4)[C:15]([O:17][CH3:18])=[O:16])[N:7]([CH3:22])[C:6]=3[CH:23]=2)=[N:26][C:27]([F:32])=[CH:28][CH:29]=1. The yield is 0.710. (4) The reactants are [NH2:1][C:2]1[N:7]=[CH:6][N:5]=[C:4]2[N:8]([CH2:25][C@H:26]3[CH2:30][CH2:29][CH2:28][N:27]3[C:31](=[O:35])[CH2:32][C:33]#[N:34])[N:9]=[C:10]([C:11]3[CH:16]=[CH:15][C:14]([O:17][C:18]4[CH:23]=[CH:22][CH:21]=[CH:20][CH:19]=4)=[CH:13][C:12]=3[F:24])[C:3]=12.[CH3:36][C:37]([N:41]1[CH2:46][CH2:45][O:44][CH2:43][CH2:42]1)([CH3:40])[CH:38]=O.N1CCCCC1. The catalyst is C(O)C. The product is [NH2:1][C:2]1[N:7]=[CH:6][N:5]=[C:4]2[N:8]([CH2:25][C@@H:26]3[CH2:30][CH2:29][CH2:28][N:27]3[C:31]([C:32](=[CH:36][C:37]([CH3:40])([N:41]3[CH2:46][CH2:45][O:44][CH2:43][CH2:42]3)[CH3:38])[C:33]#[N:34])=[O:35])[N:9]=[C:10]([C:11]3[CH:16]=[CH:15][C:14]([O:17][C:18]4[CH:19]=[CH:20][CH:21]=[CH:22][CH:23]=4)=[CH:13][C:12]=3[F:24])[C:3]=12. The yield is 0.560. (5) The reactants are [S:1]1[C:5]2[CH:6]=[CH:7][CH:8]=[CH:9][C:4]=2[N:3]=[C:2]1[NH:10][C@H:11]1[CH2:14][C@H:13]([NH:15][C:16]2[C:21]([NH2:22])=[CH:20][CH:19]=[CH:18][N:17]=2)[CH2:12]1.[C:23](Cl)(=O)[CH2:24][CH3:25].C(N(CC)CC)C. The catalyst is ClCCl. The product is [CH2:24]([C:25]1[N:15]([C@H:13]2[CH2:12][C@H:11]([NH:10][C:2]3[S:1][C:5]4[CH:6]=[CH:7][CH:8]=[CH:9][C:4]=4[N:3]=3)[CH2:14]2)[C:16]2=[N:17][CH:18]=[CH:19][CH:20]=[C:21]2[N:22]=1)[CH3:23]. The yield is 0.535. (6) The reactants are [CH:1]1[C:14]2[C:15]3=[C:16]4[C:11](=[CH:12][CH:13]=2)[CH:10]=[CH:9][CH:8]=[C:7]4[CH:6]=[CH:5][C:4]3=[CH:3][CH:2]=1.[C:17](Cl)([CH3:20])([CH3:19])[CH3:18].ClCCl.[Cl-].[Al+3].[Cl-].[Cl-]. The catalyst is O. The product is [C:17]([C:9]1[CH:10]=[C:11]2[C:16]3=[C:15]4[C:4]([CH:3]=[CH:2][CH:1]=[C:14]4[CH:13]=[CH:12]2)=[CH:5][CH:6]=[C:7]3[CH:8]=1)([CH3:20])([CH3:19])[CH3:18]. The yield is 0.650. (7) The reactants are [O:1]1[CH:5]=[CH:4][CH:3]=[C:2]1[C:6](Cl)=[O:7].[F:9][C:10]1[CH:11]=[C:12]2[C:17](=[CH:18][CH:19]=1)[N:16]([CH2:20][C:21]1[CH:26]=[CH:25][C:24]([F:27])=[CH:23][CH:22]=1)[C:15](=[O:28])[C:14]([C:29]#[N:30])=[C:13]2[N:31]1[CH2:36][CH2:35][NH:34][CH2:33][CH2:32]1. The catalyst is N1C=CC=CC=1. The product is [F:9][C:10]1[CH:11]=[C:12]2[C:17](=[CH:18][CH:19]=1)[N:16]([CH2:20][C:21]1[CH:22]=[CH:23][C:24]([F:27])=[CH:25][CH:26]=1)[C:15](=[O:28])[C:14]([C:29]#[N:30])=[C:13]2[N:31]1[CH2:36][CH2:35][N:34]([C:6]([C:2]2[O:1][CH:5]=[CH:4][CH:3]=2)=[O:7])[CH2:33][CH2:32]1. The yield is 0.850.